This data is from Full USPTO retrosynthesis dataset with 1.9M reactions from patents (1976-2016). The task is: Predict the reactants needed to synthesize the given product. (1) Given the product [OH2:17].[C:8]([OH:17])([C:13]([F:16])([F:15])[F:14])=[O:22].[CH3:18][C:19]([NH:1][C:2]1[CH:3]=[CH:4][C:5]([C:8]([OH:17])([C:9]([F:10])([F:11])[F:12])[C:13]([F:14])([F:15])[F:16])=[CH:6][CH:7]=1)([CH3:23])[C:20]#[N:21], predict the reactants needed to synthesize it. The reactants are: [NH2:1][C:2]1[CH:7]=[CH:6][C:5]([C:8]([OH:17])([C:13]([F:16])([F:15])[F:14])[C:9]([F:12])([F:11])[F:10])=[CH:4][CH:3]=1.[CH3:18][C:19]([CH3:23])([OH:22])[C:20]#[N:21]. (2) Given the product [ClH:19].[S:15]1[CH:16]=[CH:17][CH:18]=[C:14]1[N:11]1[CH2:10][CH2:9][NH:8][CH2:13][CH2:12]1, predict the reactants needed to synthesize it. The reactants are: C(OC([N:8]1[CH2:13][CH2:12][N:11]([C:14]2[S:15][CH:16]=[CH:17][CH:18]=2)[CH2:10][CH2:9]1)=O)(C)(C)C.[ClH:19].C(OCC)(=O)C. (3) Given the product [Br:8][C:5]1[CH:6]=[CH:7][C:2]2[NH:1][CH:15]([C:16]([F:19])([F:18])[F:17])[O:12][C:9]([CH3:10])([CH3:11])[C:3]=2[CH:4]=1, predict the reactants needed to synthesize it. The reactants are: [NH2:1][C:2]1[CH:7]=[CH:6][C:5]([Br:8])=[CH:4][C:3]=1[C:9]([OH:12])([CH3:11])[CH3:10].CO[CH:15](O)[C:16]([F:19])([F:18])[F:17].S([O-])([O-])(=O)=O.[Mg+2]. (4) Given the product [NH2:1][C:2]1[CH:10]=[CH:9][C:5]([C:6]2[N:8]=[C:18]([NH2:19])[C:17]([CH2:20][NH2:21])=[C:16]([C:15]3[CH:22]=[CH:23][C:24]([Cl:26])=[CH:25][C:14]=3[Cl:13])[N:7]=2)=[CH:4][C:3]=1[O:11][CH3:12], predict the reactants needed to synthesize it. The reactants are: [NH2:1][C:2]1[CH:10]=[CH:9][C:5]([C:6]([NH2:8])=[NH:7])=[CH:4][C:3]=1[O:11][CH3:12].[Cl:13][C:14]1[CH:25]=[C:24]([Cl:26])[CH:23]=[CH:22][C:15]=1[CH:16]=[C:17]([C:20]#[N:21])[C:18]#[N:19]. (5) Given the product [ClH:37].[N:38]12[CH2:43][CH2:42][CH:41]([CH2:44][CH2:45]1)[C@@H:40]([NH:46][C:47]([C:49]1[S:50][C:51]3[C:57]([C:2]4[CH:7]=[CH:6][CH:5]=[CH:4][C:3]=4[N:8]4[CH2:13][CH2:12][O:11][CH2:10][CH2:9]4)=[CH:56][CH:55]=[CH:54][C:52]=3[CH:53]=1)=[O:48])[CH2:39]2, predict the reactants needed to synthesize it. The reactants are: Br[C:2]1[CH:7]=[CH:6][CH:5]=[CH:4][C:3]=1[N:8]1[CH2:13][CH2:12][O:11][CH2:10][CH2:9]1.B1(B2OC(C)(C)C(C)(C)O2)OC(C)(C)C(C)(C)O1.C([O-])(=O)C.[K+].[ClH:37].[N:38]12[CH2:45][CH2:44][CH:41]([CH2:42][CH2:43]1)[C@@H:40]([NH:46][C:47]([C:49]1[S:50][C:51]3[C:57](Br)=[CH:56][CH:55]=[CH:54][C:52]=3[CH:53]=1)=[O:48])[CH2:39]2.C(=O)([O-])[O-].[Na+].[Na+]. (6) Given the product [Br:11][C:12]1[CH:17]=[CH:16][N:15]=[C:14]([C:19]2([C:23]#[N:24])[CH2:22][CH2:21][CH2:20]2)[CH:13]=1, predict the reactants needed to synthesize it. The reactants are: [Li+].C[Si]([N-][Si](C)(C)C)(C)C.[Br:11][C:12]1[CH:17]=[CH:16][N:15]=[C:14](F)[CH:13]=1.[CH:19]1([C:23]#[N:24])[CH2:22][CH2:21][CH2:20]1. (7) Given the product [F:33][C:28]1[CH:29]=[CH:30][CH:31]=[CH:32][C:27]=1[CH2:26][N:19]1[C:20]2=[N:21][CH:22]=[CH:23][CH:24]=[C:25]2[C:17]([C:4]2[N:5]=[CH:6][C:7]([N:8]3[CH2:9][CH:10]4[O:15][CH:13]([CH2:12][CH2:11]4)[CH2:14]3)=[CH:2][N:3]=2)=[N:18]1, predict the reactants needed to synthesize it. The reactants are: Cl[C:2]1[C:7]([N:8]2[CH2:14][CH:13]3[O:15][CH:10]([CH2:11][CH2:12]3)[CH2:9]2)=[C:6](Cl)[N:5]=[C:4]([C:17]2[C:25]3[C:20](=[N:21][CH:22]=[CH:23][CH:24]=3)[N:19]([CH2:26][C:27]3[CH:32]=[CH:31][CH:30]=[CH:29][C:28]=3[F:33])[N:18]=2)[N:3]=1.C([O-])=O.[NH4+]. (8) Given the product [C:36]([NH:1][C@@H:2]1[C@@H:6]([CH2:7][O:8][C:9]([C:16]2[CH:21]=[CH:20][CH:19]=[CH:18][CH:17]=2)([C:22]2[CH:23]=[CH:24][CH:25]=[CH:26][CH:27]=2)[C:10]2[CH:15]=[CH:14][CH:13]=[CH:12][CH:11]=2)[O:5][C@@H:4]([N:28]2[CH:35]=[CH:34][C:32](=[O:33])[NH:31][C:29]2=[O:30])[CH2:3]1)(=[O:38])[CH3:37], predict the reactants needed to synthesize it. The reactants are: [NH2:1][C@@H:2]1[C@@H:6]([CH2:7][O:8][C:9]([C:22]2[CH:27]=[CH:26][CH:25]=[CH:24][CH:23]=2)([C:16]2[CH:21]=[CH:20][CH:19]=[CH:18][CH:17]=2)[C:10]2[CH:15]=[CH:14][CH:13]=[CH:12][CH:11]=2)[O:5][C@@H:4]([N:28]2[CH:35]=[CH:34][C:32](=[O:33])[NH:31][C:29]2=[O:30])[CH2:3]1.[C:36](OC(=O)C)(=[O:38])[CH3:37].C(N(CC)CC)C.